This data is from CYP2D6 inhibition data for predicting drug metabolism from PubChem BioAssay. The task is: Regression/Classification. Given a drug SMILES string, predict its absorption, distribution, metabolism, or excretion properties. Task type varies by dataset: regression for continuous measurements (e.g., permeability, clearance, half-life) or binary classification for categorical outcomes (e.g., BBB penetration, CYP inhibition). Dataset: cyp2d6_veith. (1) The compound is CC(NC(=O)C(=O)NN=C1CCCCCC1)c1ccccc1. The result is 0 (non-inhibitor). (2) The result is 0 (non-inhibitor). The molecule is Cc1c2c(nc3ccccc13)-c1cccc(=O)n1C2. (3) The molecule is COc1ccc(-c2coc3cc4oc(=O)cc(C)c4cc23)cc1F. The result is 0 (non-inhibitor). (4) The molecule is C[C@H]1CN(CCO)CCN1c1ccccc1. The result is 0 (non-inhibitor). (5) The drug is CC(=O)N1CCC2(CCCN(C(=O)Nc3cccc(F)c3)C2)CC1. The result is 0 (non-inhibitor). (6) The drug is CO[C@]1(NC(=O)[C@H](C(=O)[O-])c2ccc(O)cc2)C(=O)N2C(C(=O)[O-])=C(CSc3nnnn3C)CO[C@H]21.[Na+].[Na+]. The result is 0 (non-inhibitor). (7) The compound is Cc1cc(=O)c2c(O)c(O)ccc2o1. The result is 0 (non-inhibitor).